This data is from NCI-60 drug combinations with 297,098 pairs across 59 cell lines. The task is: Regression. Given two drug SMILES strings and cell line genomic features, predict the synergy score measuring deviation from expected non-interaction effect. (1) Drug 1: CCN(CC)CCNC(=O)C1=C(NC(=C1C)C=C2C3=C(C=CC(=C3)F)NC2=O)C. Drug 2: C1=NC2=C(N1)C(=S)N=CN2. Cell line: UACC62. Synergy scores: CSS=17.6, Synergy_ZIP=-1.93, Synergy_Bliss=-3.11, Synergy_Loewe=-20.4, Synergy_HSA=-1.74. (2) Drug 1: C1CCC(C1)C(CC#N)N2C=C(C=N2)C3=C4C=CNC4=NC=N3. Drug 2: CC1C(C(CC(O1)OC2CC(OC(C2O)C)OC3=CC4=CC5=C(C(=O)C(C(C5)C(C(=O)C(C(C)O)O)OC)OC6CC(C(C(O6)C)O)OC7CC(C(C(O7)C)O)OC8CC(C(C(O8)C)O)(C)O)C(=C4C(=C3C)O)O)O)O. Cell line: SW-620. Synergy scores: CSS=6.21, Synergy_ZIP=2.94, Synergy_Bliss=3.83, Synergy_Loewe=1.81, Synergy_HSA=1.49. (3) Drug 1: CC1=CC2C(CCC3(C2CCC3(C(=O)C)OC(=O)C)C)C4(C1=CC(=O)CC4)C. Drug 2: C1CC(C1)(C(=O)O)C(=O)O.[NH2-].[NH2-].[Pt+2]. Cell line: NCI-H460. Synergy scores: CSS=46.4, Synergy_ZIP=0.0112, Synergy_Bliss=-1.14, Synergy_Loewe=-16.2, Synergy_HSA=-1.12. (4) Drug 1: CCCCCOC(=O)NC1=NC(=O)N(C=C1F)C2C(C(C(O2)C)O)O. Drug 2: CNC(=O)C1=NC=CC(=C1)OC2=CC=C(C=C2)NC(=O)NC3=CC(=C(C=C3)Cl)C(F)(F)F. Cell line: HCC-2998. Synergy scores: CSS=1.06, Synergy_ZIP=6.94, Synergy_Bliss=17.6, Synergy_Loewe=0.683, Synergy_HSA=2.96. (5) Drug 1: CC1=C(N=C(N=C1N)C(CC(=O)N)NCC(C(=O)N)N)C(=O)NC(C(C2=CN=CN2)OC3C(C(C(C(O3)CO)O)O)OC4C(C(C(C(O4)CO)O)OC(=O)N)O)C(=O)NC(C)C(C(C)C(=O)NC(C(C)O)C(=O)NCCC5=NC(=CS5)C6=NC(=CS6)C(=O)NCCC[S+](C)C)O. Drug 2: N.N.Cl[Pt+2]Cl. Cell line: MDA-MB-231. Synergy scores: CSS=39.4, Synergy_ZIP=-8.02, Synergy_Bliss=-4.17, Synergy_Loewe=0.606, Synergy_HSA=1.74. (6) Drug 1: CN(C)C1=NC(=NC(=N1)N(C)C)N(C)C. Drug 2: C1CC(C1)(C(=O)O)C(=O)O.[NH2-].[NH2-].[Pt+2]. Cell line: UACC62. Synergy scores: CSS=28.2, Synergy_ZIP=-8.85, Synergy_Bliss=-0.489, Synergy_Loewe=-20.4, Synergy_HSA=-1.07. (7) Drug 1: C1=CC(=CC=C1CCCC(=O)O)N(CCCl)CCCl. Drug 2: C1CC(=O)NC(=O)C1N2C(=O)C3=CC=CC=C3C2=O. Cell line: OVCAR-4. Synergy scores: CSS=-2.07, Synergy_ZIP=0.582, Synergy_Bliss=0.453, Synergy_Loewe=-1.45, Synergy_HSA=-1.32. (8) Drug 1: CN(C)C1=NC(=NC(=N1)N(C)C)N(C)C. Drug 2: CC12CCC3C(C1CCC2O)C(CC4=C3C=CC(=C4)O)CCCCCCCCCS(=O)CCCC(C(F)(F)F)(F)F. Cell line: SK-MEL-2. Synergy scores: CSS=-3.56, Synergy_ZIP=1.11, Synergy_Bliss=-0.112, Synergy_Loewe=-5.62, Synergy_HSA=-3.57. (9) Drug 1: COC1=C(C=C2C(=C1)N=CN=C2NC3=CC(=C(C=C3)F)Cl)OCCCN4CCOCC4. Drug 2: CC12CCC3C(C1CCC2OP(=O)(O)O)CCC4=C3C=CC(=C4)OC(=O)N(CCCl)CCCl.[Na+]. Cell line: SF-295. Synergy scores: CSS=2.27, Synergy_ZIP=-3.12, Synergy_Bliss=-3.52, Synergy_Loewe=-2.01, Synergy_HSA=-1.97. (10) Drug 1: CC12CCC3C(C1CCC2NC(=O)OCC(F)(F)F)CCC4C3(C=CC(=O)N4C)C. Drug 2: CC1(CCCN1)C2=NC3=C(C=CC=C3N2)C(=O)N. Cell line: NCIH23. Synergy scores: CSS=-1.13, Synergy_ZIP=-0.897, Synergy_Bliss=-5.19, Synergy_Loewe=-8.84, Synergy_HSA=-4.11.